This data is from Full USPTO retrosynthesis dataset with 1.9M reactions from patents (1976-2016). The task is: Predict the reactants needed to synthesize the given product. (1) The reactants are: [CH3:1][C:2]1[C:6]([C:7]2[CH:12]=[CH:11][CH:10]=[CH:9][CH:8]=2)=[C:5]([NH2:13])[NH:4][N:3]=1.[O:14]1[C:18]2[CH:19]=[CH:20][C:21]([C:23](=O)[CH2:24][C:25](OCC)=[O:26])=[CH:22][C:17]=2[O:16][CH2:15]1. Given the product [O:14]1[C:18]2[CH:19]=[CH:20][C:21]([C:23]3[NH:13][C:5]4[N:4]([N:3]=[C:2]([CH3:1])[C:6]=4[C:7]4[CH:12]=[CH:11][CH:10]=[CH:9][CH:8]=4)[C:25](=[O:26])[CH:24]=3)=[CH:22][C:17]=2[O:16][CH2:15]1, predict the reactants needed to synthesize it. (2) Given the product [CH3:1][N:2]1[C:7]2=[CH:8][N:9]([CH2:14][O:15][CH2:16][CH2:17][Si:18]([CH3:21])([CH3:20])[CH3:19])[C:10]([C:26]3[CH:27]=[C:28]([CH:31]=[CH:32][CH:33]=3)[C:29]#[N:30])=[C:6]2[C:5](=[O:22])[N:4]([CH3:23])[C:3]1=[O:24], predict the reactants needed to synthesize it. The reactants are: [CH3:1][N:2]1[C:7]2=[CH:8][N:9]([CH2:14][O:15][CH2:16][CH2:17][Si:18]([CH3:21])([CH3:20])[CH3:19])[C:10](B(O)O)=[C:6]2[C:5](=[O:22])[N:4]([CH3:23])[C:3]1=[O:24].Br[C:26]1[CH:27]=[C:28]([CH:31]=[CH:32][CH:33]=1)[C:29]#[N:30].C(=O)([O-])[O-].[K+].[K+]. (3) Given the product [CH3:1][C:2]1[NH:6][N:5]=[CH:4][C:3]=1[C:7]1[N:8]=[C:9]([NH:23][C@@H:24]2[CH2:25][CH2:26][NH:33][CH2:32]2)[C:10]2[S:15][CH:14]=[CH:13][C:11]=2[N:12]=1, predict the reactants needed to synthesize it. The reactants are: [CH3:1][C:2]1[NH:6][N:5]=[CH:4][C:3]=1[C:7]1[N:8]=[C:9](O)[C:10]2[S:15][CH:14]=[CH:13][C:11]=2[N:12]=1.C(OC(=O)[NH:23][C@H:24]([CH2:32][NH2:33])[CH2:25][C:26]1C=CC=CC=1)(C)(C)C. (4) Given the product [Br:1][C:2]1[CH:3]=[CH:4][C:5]([C@@H:8]([N:10]([C:11]([O:12][C:13]([CH3:15])([CH3:14])[CH3:16])=[O:17])[CH2:18][CH2:19][C:20]([C:22]2[CH:23]=[CH:24][C:25]([F:28])=[CH:26][CH:27]=2)([OH:21])[CH2:32][C:33]([O:35][CH2:36][CH3:37])=[O:34])[CH3:9])=[CH:6][CH:7]=1, predict the reactants needed to synthesize it. The reactants are: [Br:1][C:2]1[CH:7]=[CH:6][C:5]([C@@H:8]([N:10]([CH2:18][CH2:19][C:20]([C:22]2[CH:27]=[CH:26][C:25]([F:28])=[CH:24][CH:23]=2)=[O:21])[C:11](=[O:17])[O:12][C:13]([CH3:16])([CH3:15])[CH3:14])[CH3:9])=[CH:4][CH:3]=1.II.Br[CH2:32][C:33]([O:35][CH2:36][CH3:37])=[O:34].